From a dataset of Peptide-MHC class II binding affinity with 134,281 pairs from IEDB. Regression. Given a peptide amino acid sequence and an MHC pseudo amino acid sequence, predict their binding affinity value. This is MHC class II binding data. The MHC is DRB1_1302 with pseudo-sequence DRB1_1302. The peptide sequence is NLMGKTLILLETFVR. The binding affinity (normalized) is 0.247.